From a dataset of Buchwald-Hartwig C-N cross coupling reaction yields with 55,370 reactions. Predict the reaction yield, written as a fraction of the theoretical maximum amount of product (1.0 means a 100% yield; for example, 0.34 means a 34% yield). (1) The reactants are FC(F)(F)c1ccc(Br)cc1.Cc1ccc(N)cc1.O=S(=O)(O[Pd]1c2ccccc2-c2ccccc2N~1)C(F)(F)F.CC(C)c1cc(C(C)C)c(-c2ccccc2P(C2CCCCC2)C2CCCCC2)c(C(C)C)c1.CCN=P(N=P(N(C)C)(N(C)C)N(C)C)(N(C)C)N(C)C.c1ccc(CN(Cc2ccccc2)c2ccno2)cc1. No catalyst specified. The product is Cc1ccc(Nc2ccc(C(F)(F)F)cc2)cc1. The yield is 0.0807. (2) The reactants are FC(F)(F)c1ccc(Cl)cc1.Cc1ccc(N)cc1.O=S(=O)(O[Pd]1c2ccccc2-c2ccccc2N~1)C(F)(F)F.COc1ccc(OC)c(P([C@]23C[C@H]4C[C@H](C[C@H](C4)C2)C3)[C@]23C[C@H]4C[C@H](C[C@H](C4)C2)C3)c1-c1c(C(C)C)cc(C(C)C)cc1C(C)C.CN1CCCN2CCCN=C12.CCOC(=O)c1ccon1. No catalyst specified. The product is Cc1ccc(Nc2ccc(C(F)(F)F)cc2)cc1. The yield is 0.145. (3) The reactants are CCc1ccc(Br)cc1.Cc1ccc(N)cc1.O=S(=O)(O[Pd]1c2ccccc2-c2ccccc2N~1)C(F)(F)F.CC(C)c1cc(C(C)C)c(-c2ccccc2P(C(C)(C)C)C(C)(C)C)c(C(C)C)c1.CCN=P(N=P(N(C)C)(N(C)C)N(C)C)(N(C)C)N(C)C.c1ccc(-c2ccon2)cc1. No catalyst specified. The product is CCc1ccc(Nc2ccc(C)cc2)cc1. The yield is 0.833. (4) The reactants are Clc1cccnc1.Cc1ccc(N)cc1.O=S(=O)(O[Pd]1c2ccccc2-c2ccccc2N~1)C(F)(F)F.COc1ccc(OC)c(P([C@]23C[C@H]4C[C@H](C[C@H](C4)C2)C3)[C@]23C[C@H]4C[C@H](C[C@H](C4)C2)C3)c1-c1c(C(C)C)cc(C(C)C)cc1C(C)C.CN1CCCN2CCCN=C12.c1ccc(-c2ccno2)cc1. No catalyst specified. The product is Cc1ccc(Nc2cccnc2)cc1. The yield is 0.152. (5) The reactants are CCc1ccc(Br)cc1.Cc1ccc(N)cc1.O=S(=O)(O[Pd]1c2ccccc2-c2ccccc2N~1)C(F)(F)F.COc1ccc(OC)c(P(C(C)(C)C)C(C)(C)C)c1-c1c(C(C)C)cc(C(C)C)cc1C(C)C.CN(C)C(=NC(C)(C)C)N(C)C.Cc1cc(C)on1. No catalyst specified. The product is CCc1ccc(Nc2ccc(C)cc2)cc1. The yield is 0.592. (6) The reactants are Ic1cccnc1.Cc1ccc(N)cc1.O=S(=O)(O[Pd]1c2ccccc2-c2ccccc2N~1)C(F)(F)F.CC(C)c1cc(C(C)C)c(-c2ccccc2P(C2CCCCC2)C2CCCCC2)c(C(C)C)c1.CN(C)C(=NC(C)(C)C)N(C)C.CCOC(=O)c1cnoc1C. No catalyst specified. The product is Cc1ccc(Nc2cccnc2)cc1. The yield is 0.0366. (7) The reactants are CCc1ccc(Cl)cc1.Cc1ccc(N)cc1.O=S(=O)(O[Pd]1c2ccccc2-c2ccccc2N~1)C(F)(F)F.CC(C)c1cc(C(C)C)c(-c2ccccc2P(C(C)(C)C)C(C)(C)C)c(C(C)C)c1.CN(C)C(=NC(C)(C)C)N(C)C.Cc1ccno1. No catalyst specified. The product is CCc1ccc(Nc2ccc(C)cc2)cc1. The yield is 0.0110. (8) The reactants are CCc1ccc(Br)cc1.Cc1ccc(N)cc1.O=S(=O)(O[Pd]1c2ccccc2-c2ccccc2N~1)C(F)(F)F.CC(C)c1cc(C(C)C)c(-c2ccccc2P(C(C)(C)C)C(C)(C)C)c(C(C)C)c1.CN(C)C(=NC(C)(C)C)N(C)C.c1ccc2nocc2c1. No catalyst specified. The product is CCc1ccc(Nc2ccc(C)cc2)cc1. The yield is 0.127. (9) The reactants are Brc1ccccn1.Cc1ccc(N)cc1.O=S(=O)(O[Pd]1c2ccccc2-c2ccccc2N~1)C(F)(F)F.COc1ccc(OC)c(P(C(C)(C)C)C(C)(C)C)c1-c1c(C(C)C)cc(C(C)C)cc1C(C)C.CN(C)C(=NC(C)(C)C)N(C)C.c1ccc(-c2cnoc2)cc1. No catalyst specified. The product is Cc1ccc(Nc2ccccn2)cc1. The yield is 0.555. (10) The reactants are COc1ccc(Br)cc1.Cc1ccc(N)cc1.O=S(=O)(O[Pd]1c2ccccc2-c2ccccc2N~1)C(F)(F)F.COc1ccc(OC)c(P([C@]23C[C@H]4C[C@H](C[C@H](C4)C2)C3)[C@]23C[C@H]4C[C@H](C[C@H](C4)C2)C3)c1-c1c(C(C)C)cc(C(C)C)cc1C(C)C.CCN=P(N=P(N(C)C)(N(C)C)N(C)C)(N(C)C)N(C)C.c1ccc2nocc2c1. No catalyst specified. The product is COc1ccc(Nc2ccc(C)cc2)cc1. The yield is 0.0330.